Dataset: Full USPTO retrosynthesis dataset with 1.9M reactions from patents (1976-2016). Task: Predict the reactants needed to synthesize the given product. (1) The reactants are: CN(C)C=O.CS(O[CH:11]1[CH2:16][CH2:15][N:14]([C:17]2[N:18]=[C:19]([CH3:34])[N:20]([CH2:24][C:25]3[S:26][C:27]([C:30]([F:33])([F:32])[F:31])=[CH:28][CH:29]=3)[C:21](=[O:23])[N:22]=2)[CH2:13][CH2:12]1)(=O)=O.[Br:35][C:36]1[CH:37]=[N:38][NH:39][CH:40]=1.C(=O)([O-])[O-].[K+].[K+]. Given the product [Br:35][C:36]1[CH:37]=[N:38][N:39]([CH:11]2[CH2:16][CH2:15][N:14]([C:17]3[N:18]=[C:19]([CH3:34])[N:20]([CH2:24][C:25]4[S:26][C:27]([C:30]([F:33])([F:32])[F:31])=[CH:28][CH:29]=4)[C:21](=[O:23])[N:22]=3)[CH2:13][CH2:12]2)[CH:40]=1, predict the reactants needed to synthesize it. (2) Given the product [Cl:12][C:13]1[CH:14]=[C:15]([C:3]2[CH:8]=[CH:7][CH:6]=[C:5]([C:9](=[O:11])[CH3:10])[CH:4]=2)[CH:16]=[C:17]([Cl:19])[CH:18]=1, predict the reactants needed to synthesize it. The reactants are: O.Br[C:3]1[CH:4]=[C:5]([C:9](=[O:11])[CH3:10])[CH:6]=[CH:7][CH:8]=1.[Cl:12][C:13]1[CH:14]=[C:15](B(O)O)[CH:16]=[C:17]([Cl:19])[CH:18]=1.C(=O)([O-])[O-].[Na+].[Na+]. (3) Given the product [C:6]([Si:3]([CH3:5])([CH3:4])[O:10][CH2:11][C:12]1[N:16]([CH2:17][C:18]([C:20]2[CH:21]=[CH:22][C:23]([Cl:26])=[CH:24][CH:25]=2)=[O:19])[C:15]([C:27]([OH:29])=[O:28])=[CH:14][CH:13]=1)([CH3:9])([CH3:8])[CH3:7], predict the reactants needed to synthesize it. The reactants are: [OH-].[Na+].[Si:3]([O:10][CH2:11][C:12]1[N:16]([CH2:17][C:18]([C:20]2[CH:25]=[CH:24][C:23]([Cl:26])=[CH:22][CH:21]=2)=[O:19])[C:15]([C:27]([O:29]C)=[O:28])=[CH:14][CH:13]=1)([C:6]([CH3:9])([CH3:8])[CH3:7])([CH3:5])[CH3:4]. (4) Given the product [C:37]([NH:36][C:34](=[O:35])[C:33]1[CH:41]=[CH:42][CH:43]=[C:31]([O:30][C:29]2[CH:44]=[CH:45][C:26]([NH:25][C:18]3[C:19]4[N:11]([CH2:10][CH2:9][OH:8])[C:12]([C:21]([F:22])([F:23])[F:24])=[CH:13][C:14]=4[N:15]=[CH:16][N:17]=3)=[CH:27][C:28]=2[Cl:46])[CH:32]=1)([CH3:40])([CH3:38])[CH3:39], predict the reactants needed to synthesize it. The reactants are: [Si]([O:8][CH2:9][CH2:10][N:11]1[C:19]2[C:18](Cl)=[N:17][CH:16]=[N:15][C:14]=2[CH:13]=[C:12]1[C:21]([F:24])([F:23])[F:22])(C(C)(C)C)(C)C.[NH2:25][C:26]1[CH:45]=[CH:44][C:29]([O:30][C:31]2[CH:32]=[C:33]([CH:41]=[CH:42][CH:43]=2)[C:34]([NH:36][C:37]([CH3:40])([CH3:39])[CH3:38])=[O:35])=[C:28]([Cl:46])[CH:27]=1.Cl.C(OCC)(=O)C.C(=O)(O)[O-].[Na+]. (5) Given the product [CH2:1]([N:5]1[C:9]2[CH:10]=[CH:11][C:12]([NH2:14])=[C:13]([Br:15])[C:8]=2[N:7]=[CH:6]1)[CH:2]([CH3:4])[CH3:3], predict the reactants needed to synthesize it. The reactants are: [CH2:1]([N:5]1[C:9]2[CH:10]=[CH:11][C:12]([NH2:14])=[CH:13][C:8]=2[N:7]=[CH:6]1)[CH:2]([CH3:4])[CH3:3].[Br:15]Br.N.CO.C(Cl)Cl. (6) The reactants are: S(=O)(=O)(O)O.N[C:7]1[CH:12]=[C:11]([Cl:13])[CH:10]=[CH:9][C:8]=1/[CH:14]=[C:15](\[C:19]1[CH:24]=[CH:23][C:22]([Br:25])=[CH:21][CH:20]=1)/[C:16]([OH:18])=[O:17].[OH-].[Na+].N([O-])=O.[Na+].S(=O)(=O)(O)N. Given the product [Br:25][C:22]1[CH:21]=[C:20]2[C:19](=[CH:24][CH:23]=1)[C:15]([C:16]([OH:18])=[O:17])=[CH:14][C:8]1[CH:9]=[CH:10][C:11]([Cl:13])=[CH:12][C:7]2=1, predict the reactants needed to synthesize it.